Dataset: Forward reaction prediction with 1.9M reactions from USPTO patents (1976-2016). Task: Predict the product of the given reaction. (1) Given the reactants [C:1]([CH2:8][N:9]1[CH2:20][CH2:19][NH:18][CH2:17][CH2:16][N:15]([CH2:21][C:22]([O:24][C:25]([CH3:28])([CH3:27])[CH3:26])=[O:23])[CH2:14][CH2:13][N:12]([CH2:29][C:30]2[CH:35]=[CH:34][C:33]([N+:36]([O-])=O)=[CH:32][CH:31]=2)[CH2:11][CH2:10]1)([O:3][C:4]([CH3:7])([CH3:6])[CH3:5])=[O:2].CCOCC, predict the reaction product. The product is: [C:1]([CH2:8][N:9]1[CH2:20][CH2:19][NH:18][CH2:17][CH2:16][N:15]([CH2:21][C:22]([O:24][C:25]([CH3:27])([CH3:28])[CH3:26])=[O:23])[CH2:14][CH2:13][N:12]([CH2:29][C:30]2[CH:31]=[CH:32][C:33]([NH2:36])=[CH:34][CH:35]=2)[CH2:11][CH2:10]1)([O:3][C:4]([CH3:5])([CH3:6])[CH3:7])=[O:2]. (2) Given the reactants [F:1][C:2]1[CH:3]=[C:4]2[C:9](=[CH:10][CH:11]=1)[O:8][C@H:7]([C@H:12]1[CH2:16][O:15]C(C)(C)[O:13]1)[CH2:6][CH2:5]2.O, predict the reaction product. The product is: [F:1][C:2]1[CH:3]=[C:4]2[C:9](=[CH:10][CH:11]=1)[O:8][C@H:7]([C@H:12]([OH:13])[CH2:16][OH:15])[CH2:6][CH2:5]2.